Task: Binary Classification. Given a drug SMILES string, predict its activity (active/inactive) in a high-throughput screening assay against a specified biological target.. Dataset: HIV replication inhibition screening data with 41,000+ compounds from the AIDS Antiviral Screen (1) The molecule is COc1ccc(NS(=O)c2ccc(Cl)cc2)cc1. The result is 0 (inactive). (2) The drug is Cl.O=C1C(=Cc2ccccc2)CN(C(=O)CCN2CCCCC2)CC1=Cc1ccccc1. The result is 0 (inactive).